Dataset: NCI-60 drug combinations with 297,098 pairs across 59 cell lines. Task: Regression. Given two drug SMILES strings and cell line genomic features, predict the synergy score measuring deviation from expected non-interaction effect. (1) Drug 1: CC1=C(C=C(C=C1)NC(=O)C2=CC=C(C=C2)CN3CCN(CC3)C)NC4=NC=CC(=N4)C5=CN=CC=C5. Drug 2: COCCOC1=C(C=C2C(=C1)C(=NC=N2)NC3=CC=CC(=C3)C#C)OCCOC.Cl. Cell line: KM12. Synergy scores: CSS=3.63, Synergy_ZIP=-0.803, Synergy_Bliss=1.66, Synergy_Loewe=1.45, Synergy_HSA=1.57. (2) Drug 1: C1=NC2=C(N=C(N=C2N1C3C(C(C(O3)CO)O)O)F)N. Drug 2: CCN(CC)CCNC(=O)C1=C(NC(=C1C)C=C2C3=C(C=CC(=C3)F)NC2=O)C. Cell line: HT29. Synergy scores: CSS=-10.4, Synergy_ZIP=6.17, Synergy_Bliss=1.34, Synergy_Loewe=-10.7, Synergy_HSA=-8.98. (3) Drug 2: C1CN(P(=O)(OC1)NCCCl)CCCl. Drug 1: COC1=C(C=C2C(=C1)N=CN=C2NC3=CC(=C(C=C3)F)Cl)OCCCN4CCOCC4. Synergy scores: CSS=27.6, Synergy_ZIP=-2.97, Synergy_Bliss=1.95, Synergy_Loewe=-19.3, Synergy_HSA=2.08. Cell line: SR. (4) Drug 1: CC(C1=C(C=CC(=C1Cl)F)Cl)OC2=C(N=CC(=C2)C3=CN(N=C3)C4CCNCC4)N. Drug 2: CC1=C2C(C(=O)C3(C(CC4C(C3C(C(C2(C)C)(CC1OC(=O)C(C(C5=CC=CC=C5)NC(=O)OC(C)(C)C)O)O)OC(=O)C6=CC=CC=C6)(CO4)OC(=O)C)O)C)O. Cell line: SK-MEL-28. Synergy scores: CSS=31.1, Synergy_ZIP=4.14, Synergy_Bliss=5.87, Synergy_Loewe=-22.7, Synergy_HSA=2.36. (5) Drug 2: C1=CC=C(C=C1)NC(=O)CCCCCCC(=O)NO. Synergy scores: CSS=22.9, Synergy_ZIP=0.220, Synergy_Bliss=6.42, Synergy_Loewe=-3.71, Synergy_HSA=6.77. Drug 1: CS(=O)(=O)C1=CC(=C(C=C1)C(=O)NC2=CC(=C(C=C2)Cl)C3=CC=CC=N3)Cl. Cell line: TK-10. (6) Drug 1: C1=C(C(=O)NC(=O)N1)N(CCCl)CCCl. Drug 2: CCC1(CC2CC(C3=C(CCN(C2)C1)C4=CC=CC=C4N3)(C5=C(C=C6C(=C5)C78CCN9C7C(C=CC9)(C(C(C8N6C)(C(=O)OC)O)OC(=O)C)CC)OC)C(=O)OC)O.OS(=O)(=O)O. Cell line: HOP-62. Synergy scores: CSS=24.0, Synergy_ZIP=-5.76, Synergy_Bliss=-1.07, Synergy_Loewe=-7.69, Synergy_HSA=-0.338.